This data is from Forward reaction prediction with 1.9M reactions from USPTO patents (1976-2016). The task is: Predict the product of the given reaction. (1) Given the reactants Cl.Cl.[NH:3]1[C:11]2[C:6](=[CH:7][CH:8]=[CH:9][CH:10]=2)[C:5]([CH:12]2[CH2:17][CH2:16][CH:15]([NH:18][CH:19]([CH:23]3[CH2:28][CH2:27][NH:26][CH2:25][CH2:24]3)[C:20]([NH2:22])=[O:21])[CH2:14][CH2:13]2)=[CH:4]1.[F:29][C:30]1[CH:31]=[C:32]([CH:38]=[C:39]([F:42])[C:40]=1[F:41])/[CH:33]=[CH:34]/[C:35](O)=[O:36], predict the reaction product. The product is: [NH:3]1[C:11]2[C:6](=[CH:7][CH:8]=[CH:9][CH:10]=2)[C:5]([CH:12]2[CH2:17][CH2:16][CH:15]([NH:18][CH:19]([CH:23]3[CH2:24][CH2:25][N:26]([C:35](=[O:36])/[CH:34]=[CH:33]/[C:32]4[CH:31]=[C:30]([F:29])[C:40]([F:41])=[C:39]([F:42])[CH:38]=4)[CH2:27][CH2:28]3)[C:20]([NH2:22])=[O:21])[CH2:14][CH2:13]2)=[CH:4]1. (2) Given the reactants Br[C:2]1[CH:20]=[CH:19][C:5]2[N:6]=[C:7]([C@H:9]3[CH2:12][C@H:11]([N:13]4[CH2:17]C[CH2:15][C@H:14]4[CH3:18])[CH2:10]3)[S:8][C:4]=2[CH:3]=1.[CH3:21][C:22]1[CH:23]=[CH:24][C:25](=[O:28])[NH:26][CH:27]=1.N1NC(=O)C=CC=1, predict the reaction product. The product is: [CH:14]([N:13]([CH3:17])[C@H:11]1[CH2:12][C@H:9]([C:7]2[S:8][C:4]3[CH:3]=[C:2]([N:26]4[CH:27]=[C:22]([CH3:21])[CH:23]=[CH:24][C:25]4=[O:28])[CH:20]=[CH:19][C:5]=3[N:6]=2)[CH2:10]1)([CH3:18])[CH3:15]. (3) Given the reactants [NH2:1][C:2]1[CH:3]=[CH:4][C:5]([F:20])=[C:6]([C@:8]2([CH3:19])[CH2:13][C@@H:12]([C:14]([F:17])([F:16])[F:15])[O:11][C:10]([NH2:18])=[N:9]2)[CH:7]=1.[C:21]([C:23]1[CH:24]=[C:25]([CH3:32])[C:26]([C:29](O)=[O:30])=[N:27][CH:28]=1)#[N:22], predict the reaction product. The product is: [NH2:18][C:10]1[O:11][C@H:12]([C:14]([F:16])([F:17])[F:15])[CH2:13][C@:8]([C:6]2[CH:7]=[C:2]([NH:1][C:29](=[O:30])[C:26]3[C:25]([CH3:32])=[CH:24][C:23]([C:21]#[N:22])=[CH:28][N:27]=3)[CH:3]=[CH:4][C:5]=2[F:20])([CH3:19])[N:9]=1. (4) Given the reactants [Br:1][C:2]1[CH:10]=[CH:9][C:5]([C:6]([OH:8])=O)=[CH:4][N:3]=1.[CH:11]1([C:14]2[CH:26]=[CH:25][C:17]([O:18][CH:19]3[CH2:24][CH2:23][NH:22][CH2:21][CH2:20]3)=[CH:16][CH:15]=2)[CH2:13][CH2:12]1, predict the reaction product. The product is: [Br:1][C:2]1[N:3]=[CH:4][C:5]([C:6]([N:22]2[CH2:23][CH2:24][CH:19]([O:18][C:17]3[CH:16]=[CH:15][C:14]([CH:11]4[CH2:13][CH2:12]4)=[CH:26][CH:25]=3)[CH2:20][CH2:21]2)=[O:8])=[CH:9][CH:10]=1. (5) Given the reactants [C:1]1([CH:7]([CH2:11][CH3:12])[C:8]([OH:10])=[O:9])[CH:6]=[CH:5][CH:4]=[CH:3][CH:2]=1.Cl.[CH3:14]O, predict the reaction product. The product is: [C:1]1([CH:7]([CH2:11][CH3:12])[C:8]([O:10][CH3:14])=[O:9])[CH:6]=[CH:5][CH:4]=[CH:3][CH:2]=1.